From a dataset of B-cell epitopes from IEDB database with 3,159 antigens for binding position prediction. Token-level Classification. Given an antigen amino acid sequence, predict which amino acid positions are active epitope sites capable of antibody binding. Output is a list of indices for active positions. (1) Given the antigen sequence: MGAQVSTQKTGAHETSLSASGNSIIHYTNINYYKDAASNSANRQDFTQDPSKFTEPVKDVMIKSLPALNSPTVEECGYSDRVRSITLGNSTITTQECANVVVGYGVWPDYLSDEEATAEDQPTQPDVATCRFYTLNSVKWEMQSAGWWWKFPDALSEMGLFGQNMQYHYLGRSGYTIHVQCNASKFHQGCLLVVCVPEAEMGCTNAENAPAYGDLCGGETAKSFEQNAATGKTAVQTAVCNAGMGVGVGNLTIYPHQWINLRTNNSATIVMPYINSVPMDNMFRHNNFTLMIIPFAPLDYVTGASSYIPITVTVAPMSAEYNGLRLAGHQGLPTMLTPGSTQFLTSDDFQSPSAMPQFDVTPEMNIPGQVRNLMEIAEVDSVVPINNLKANLMTMEAYRVQVRSTDEMGGQIFGFPLQPGASSVLQRTLLGEILNYYTHWSGSLKLTFVFCGSAMATGKFLLAYSPPGAGAPDSRKNAMLGTHVIWDVGLQSSCVLCVPW..., which amino acid positions are active epitope sites? The epitope positions are: [1128, 1129, 1130, 1131, 1132, 1133, 1134, 1135, 1136, 1137, 1138, 1139, 1140, 1141, 1142, 1143]. The amino acids at these positions are: WLKVKILPEVKEKHEF. (2) Given the antigen sequence: MCPQKLTISWFAIVLLVSPLMAMWELEKDVYVVEVDWTPDAPGETVNLTCDTPEEDDITWTSDQRHGVIGSGKTLTITVKEFLDAGQYTCHKGGETLSHSHLLLHKKENGIWSTEILKNFKNKTFLKCEAPNYSGRFTCSWLVQRNMDLKFNIKSSSSSPDSRAVTCGMASLSAEKVTLDQRDYEKYSVSCQEDVTCPTAEETLPIELALEARQQNKYENYSTSFFIRDIIKPDPPKNLQMKPLKNSQVEVSWEYPDSWSTPHSYFSLKFFVRIQRKKEKMKETEEGCNQKGAFLVEKTSTEVQCKGGNVCVQAQDRYYNSSCSKWACVPCRVRS, which amino acid positions are active epitope sites? The epitope positions are: [52, 53, 54, 55, 56, 57, 58, 59, 60, 61, 62, 63, 64, 65, 66, 67, 68, 69, 70]. The amino acids at these positions are: PEEDDITWTSDQRHGVIGS.